From a dataset of Forward reaction prediction with 1.9M reactions from USPTO patents (1976-2016). Predict the product of the given reaction. (1) Given the reactants [C:1]([C:3]1[C:8]([F:9])=[CH:7][CH:6]=[CH:5][C:4]=1[Zn])#[N:2].[Br:11][C:12]1[CH:13]=[C:14]([CH:18]=[CH:19][C:20]=1[F:21])[C:15](Cl)=[O:16], predict the reaction product. The product is: [Br:11][C:12]1[CH:13]=[C:14]([CH:18]=[CH:19][C:20]=1[F:21])[C:15]([C:4]1[CH:5]=[CH:6][CH:7]=[C:8]([F:9])[C:3]=1[C:1]#[N:2])=[O:16]. (2) Given the reactants [CH:1]([C@H:4]1[C@H:13]([CH3:14])[C@@H:12]([NH:15][C:16](=[O:25])[O:17][CH2:18][C:19]2[CH:24]=[CH:23][CH:22]=[CH:21][CH:20]=2)[C:11]2[C:6](=[CH:7][CH:8]=[CH:9][CH:10]=2)[NH:5]1)([CH3:3])[CH3:2].N1C=CC=CC=1.[C:32](Cl)(=[O:34])[CH3:33], predict the reaction product. The product is: [C:32]([N:5]1[C:6]2[C:11](=[CH:10][CH:9]=[CH:8][CH:7]=2)[C@H:12]([NH:15][C:16](=[O:25])[O:17][CH2:18][C:19]2[CH:24]=[CH:23][CH:22]=[CH:21][CH:20]=2)[C@@H:13]([CH3:14])[C@@H:4]1[CH:1]([CH3:2])[CH3:3])(=[O:34])[CH3:33]. (3) Given the reactants Br[C:2]1[C:7]([CH:8]=[O:9])=[CH:6][CH:5]=[CH:4][N:3]=1.[CH3:10][O:11][C:12]1[CH:17]=[CH:16][C:15]([C:18]#[CH:19])=[CH:14][CH:13]=1, predict the reaction product. The product is: [CH3:10][O:11][C:12]1[CH:17]=[CH:16][C:15]([C:18]#[C:19][C:2]2[C:7]([CH:8]=[O:9])=[CH:6][CH:5]=[CH:4][N:3]=2)=[CH:14][CH:13]=1. (4) Given the reactants [Cl:1][C:2]1[CH:7]=[N:6][C:5]([C:8]([F:11])([F:10])[F:9])=[CH:4][N:3]=1.[NH2:12][C@H:13]1[CH2:17][CH2:16][CH2:15][C@@H:14]1[NH:18]C(=O)OC(C)(C)C.CCN(C(C)C)C(C)C.Cl.O1CCOCC1, predict the reaction product. The product is: [ClH:1].[F:9][C:8]([F:11])([F:10])[C:5]1[N:6]=[CH:7][C:2]([NH:12][C@H:13]2[CH2:17][CH2:16][CH2:15][C@@H:14]2[NH2:18])=[N:3][CH:4]=1. (5) The product is: [CH2:1]([O:8][C:9](=[O:24])[C@H:10]([NH:11][C:12]([O:14][C:15]([CH3:16])([CH3:17])[CH3:18])=[O:13])[CH2:19][CH2:20][C:21](=[O:23])[NH:43][C:41]1[CH:42]=[CH:37][CH:38]=[CH:39][C:40]=1[NH2:45])[C:2]1[CH:3]=[CH:4][CH:5]=[CH:6][CH:7]=1. Given the reactants [CH2:1]([O:8][C:9](=[O:24])[C@@H:10]([CH2:19][CH2:20][C:21]([OH:23])=O)[NH:11][C:12]([O:14][C:15]([CH3:18])([CH3:17])[CH3:16])=[O:13])[C:2]1[CH:7]=[CH:6][CH:5]=[CH:4][CH:3]=1.CCN=C=NCCCN(C)C.Cl.[CH:37]1[CH:38]=[CH:39][C:40]2[N:45](O)N=[N:43][C:41]=2[CH:42]=1.C1(N)C=CC=CC=1N, predict the reaction product. (6) Given the reactants CC1[N:3]([C:8]2[CH:9]=[C:10]3[C:15](=[CH:16][CH:17]=2)[CH:14]([CH3:18])[NH:13][CH2:12][CH2:11]3)C(C)=CC=1.O.Cl.NO.[OH-].[K+], predict the reaction product. The product is: [CH3:18][CH:14]1[C:15]2[C:10](=[CH:9][C:8]([NH2:3])=[CH:17][CH:16]=2)[CH2:11][CH2:12][NH:13]1.